This data is from Forward reaction prediction with 1.9M reactions from USPTO patents (1976-2016). The task is: Predict the product of the given reaction. (1) Given the reactants [Cl:1][C:2]1[CH:19]=[C:18]([F:20])[C:17]([N:21]2[C:26](=[O:27])[CH:25]=[C:24]([C:28]([F:31])([F:30])[F:29])[N:23]([CH3:32])[C:22]2=[O:33])=[CH:16][C:3]=1[O:4][C:5]1[CH:15]=[CH:14][CH:13]=[CH:12][C:6]=1[O:7][CH2:8][C:9]([O-:11])=[O:10].C(OCC)(=O)C.[Cl-].[Na+], predict the reaction product. The product is: [Cl:1][C:2]1[CH:19]=[C:18]([F:20])[C:17]([N:21]2[C:26](=[O:27])[CH:25]=[C:24]([C:28]([F:29])([F:30])[F:31])[N:23]([CH3:32])[C:22]2=[O:33])=[CH:16][C:3]=1[O:4][C:5]1[CH:15]=[CH:14][CH:13]=[CH:12][C:6]=1[O:7][CH2:8][C:9]([OH:11])=[O:10]. (2) Given the reactants [CH2:1]([O:8][C:9]1[C:10](=[O:19])[C:11]([Cl:18])=[C:12]([CH2:16][OH:17])[N:13]([CH3:15])[CH:14]=1)[C:2]1[CH:7]=[CH:6][CH:5]=[CH:4][CH:3]=1.[Br-].[K+].Cl[O-:23].[Na+].Cl, predict the reaction product. The product is: [CH2:1]([O:8][C:9]1[C:10](=[O:19])[C:11]([Cl:18])=[C:12]([C:16]([OH:23])=[O:17])[N:13]([CH3:15])[CH:14]=1)[C:2]1[CH:3]=[CH:4][CH:5]=[CH:6][CH:7]=1.